Dataset: Forward reaction prediction with 1.9M reactions from USPTO patents (1976-2016). Task: Predict the product of the given reaction. (1) Given the reactants [CH3:1][NH:2][CH2:3][CH2:4][OH:5].[O-2].[Mg+2].[Cl:8][C:9]1[S:13][C:12]([S:14](Cl)(=[O:16])=[O:15])=[CH:11][C:10]=1[N+:18]([O-:20])=[O:19], predict the reaction product. The product is: [OH:5][CH2:4][CH2:3][N:2]([CH3:1])[S:14]([C:12]1[S:13][C:9]([Cl:8])=[C:10]([N+:18]([O-:20])=[O:19])[CH:11]=1)(=[O:16])=[O:15]. (2) Given the reactants S(O)(O)(=O)=O.[NH2:6][C:7]1[CH:12]=[CH:11][C:10]([S:13]([CH2:16][C:17]([OH:19])=[O:18])(=[O:15])=[O:14])=[CH:9][CH:8]=1.[NH2:6][C:7]1[CH:12]=[CH:11][C:10]([S:13]([CH2:16][C:17]([OH:19])=[O:18])(=[O:15])=[O:14])=[CH:9][CH:8]=1.[C:34]1(=O)[O:39][C:37](=[O:38])[C:36]2=[CH:40][CH:41]=[CH:42][CH:43]=[C:35]12.C(O)(=O)C.C(N(CC)CC)C, predict the reaction product. The product is: [C:34]1(=[O:39])[N:6]([C:7]2[CH:12]=[CH:11][C:10]([S:13]([CH2:16][C:17]([OH:19])=[O:18])(=[O:15])=[O:14])=[CH:9][CH:8]=2)[C:37](=[O:38])[C:36]2=[CH:40][CH:41]=[CH:42][CH:43]=[C:35]12.